This data is from Peptide-MHC class I binding affinity with 185,985 pairs from IEDB/IMGT. The task is: Regression. Given a peptide amino acid sequence and an MHC pseudo amino acid sequence, predict their binding affinity value. This is MHC class I binding data. (1) The peptide sequence is HSDAVEDFL. The MHC is HLA-A03:01 with pseudo-sequence HLA-A03:01. The binding affinity (normalized) is 0.0847. (2) The peptide sequence is TIQRFSSLR. The MHC is HLA-A11:01 with pseudo-sequence HLA-A11:01. The binding affinity (normalized) is 0.798. (3) The peptide sequence is FTLVATVSI. The MHC is HLA-A02:03 with pseudo-sequence HLA-A02:03. The binding affinity (normalized) is 0.396. (4) The peptide sequence is SYLKPHIFE. The MHC is HLA-A11:01 with pseudo-sequence HLA-A11:01. The binding affinity (normalized) is 0.0847. (5) The peptide sequence is KFYGPFVDR. The MHC is HLA-B42:01 with pseudo-sequence HLA-B42:01. The binding affinity (normalized) is 0. (6) The peptide sequence is NTRQLKLLEY. The MHC is HLA-A11:01 with pseudo-sequence HLA-A11:01. The binding affinity (normalized) is 0.536. (7) The peptide sequence is GTDSNGMLW. The MHC is SLA-10401 with pseudo-sequence SLA-10401. The binding affinity (normalized) is 0.787. (8) The peptide sequence is KTTKSWLQK. The MHC is HLA-B18:01 with pseudo-sequence HLA-B18:01. The binding affinity (normalized) is 0.0847. (9) The peptide sequence is ARRHRILDIYL. The MHC is HLA-B27:05 with pseudo-sequence HLA-B27:05. The binding affinity (normalized) is 0.670. (10) The peptide sequence is PLDKGIKPY. The MHC is HLA-A01:01 with pseudo-sequence HLA-A01:01. The binding affinity (normalized) is 0.288.